From a dataset of NCI-60 drug combinations with 297,098 pairs across 59 cell lines. Regression. Given two drug SMILES strings and cell line genomic features, predict the synergy score measuring deviation from expected non-interaction effect. (1) Drug 1: C1CCN(CC1)CCOC2=CC=C(C=C2)C(=O)C3=C(SC4=C3C=CC(=C4)O)C5=CC=C(C=C5)O. Drug 2: COC1=C(C=C2C(=C1)N=CN=C2NC3=CC(=C(C=C3)F)Cl)OCCCN4CCOCC4. Cell line: HCC-2998. Synergy scores: CSS=2.97, Synergy_ZIP=-3.64, Synergy_Bliss=1.69, Synergy_Loewe=-0.737, Synergy_HSA=-1.29. (2) Drug 1: CC12CCC(CC1=CCC3C2CCC4(C3CC=C4C5=CN=CC=C5)C)O. Drug 2: C1CCN(CC1)CCOC2=CC=C(C=C2)C(=O)C3=C(SC4=C3C=CC(=C4)O)C5=CC=C(C=C5)O. Cell line: EKVX. Synergy scores: CSS=3.19, Synergy_ZIP=0.828, Synergy_Bliss=3.95, Synergy_Loewe=1.80, Synergy_HSA=1.69.